This data is from Full USPTO retrosynthesis dataset with 1.9M reactions from patents (1976-2016). The task is: Predict the reactants needed to synthesize the given product. (1) The reactants are: [NH2:1][C:2]([CH3:38])([CH3:37])[C:3]([NH:5][C@H:6]([CH2:33][CH:34]([CH3:36])[CH3:35])[C:7]([NH:9][CH:10]1[CH2:19][C:18]2[C:13](=[C:14]([N:20]3[CH2:24][CH2:23][CH2:22][C:21]3=[O:25])[CH:15]=[CH:16][CH:17]=2)[N:12]([CH2:26][C:27]2[CH:31]=[CH:30][S:29][CH:28]=2)[C:11]1=[O:32])=[O:8])=[O:4].[ClH:39]. Given the product [ClH:39].[NH2:1][C:2]([CH3:37])([CH3:38])[C:3]([NH:5][C@H:6]([CH2:33][CH:34]([CH3:35])[CH3:36])[C:7]([NH:9][CH:10]1[CH2:19][C:18]2[C:13](=[C:14]([N:20]3[CH2:24][CH2:23][CH2:22][C:21]3=[O:25])[CH:15]=[CH:16][CH:17]=2)[N:12]([CH2:26][C:27]2[CH:31]=[CH:30][S:29][CH:28]=2)[C:11]1=[O:32])=[O:8])=[O:4], predict the reactants needed to synthesize it. (2) The reactants are: [I-].[CH3:2][S+](C)(C)=O.[H-].[Na+].[N:9]1[C:18]2[C:13](=[CH:14][CH:15]=[CH:16][CH:17]=2)[CH:12]=[CH:11][C:10]=1/[CH:19]=[CH:20]/[C:21]([O:23][CH3:24])=[O:22]. Given the product [N:9]1[C:18]2[C:13](=[CH:14][CH:15]=[CH:16][CH:17]=2)[CH:12]=[CH:11][C:10]=1[C@@H:19]1[CH2:2][C@H:20]1[C:21]([O:23][CH3:24])=[O:22], predict the reactants needed to synthesize it.